The task is: Regression. Given a peptide amino acid sequence and an MHC pseudo amino acid sequence, predict their binding affinity value. This is MHC class I binding data.. This data is from Peptide-MHC class I binding affinity with 185,985 pairs from IEDB/IMGT. (1) The peptide sequence is CELSSHGDL. The MHC is HLA-A02:01 with pseudo-sequence HLA-A02:01. The binding affinity (normalized) is 0.213. (2) The peptide sequence is ELCAEAEEL. The MHC is HLA-A02:03 with pseudo-sequence HLA-A02:03. The binding affinity (normalized) is 0.0929.